From a dataset of NCI-60 drug combinations with 297,098 pairs across 59 cell lines. Regression. Given two drug SMILES strings and cell line genomic features, predict the synergy score measuring deviation from expected non-interaction effect. (1) Drug 1: CN(CCCl)CCCl.Cl. Drug 2: CC1C(C(CC(O1)OC2CC(CC3=C2C(=C4C(=C3O)C(=O)C5=C(C4=O)C(=CC=C5)OC)O)(C(=O)CO)O)N)O.Cl. Cell line: HT29. Synergy scores: CSS=51.4, Synergy_ZIP=-4.76, Synergy_Bliss=-6.43, Synergy_Loewe=-3.35, Synergy_HSA=-1.48. (2) Drug 1: CC1C(C(CC(O1)OC2CC(CC3=C2C(=C4C(=C3O)C(=O)C5=C(C4=O)C(=CC=C5)OC)O)(C(=O)C)O)N)O.Cl. Drug 2: CCN(CC)CCCC(C)NC1=C2C=C(C=CC2=NC3=C1C=CC(=C3)Cl)OC. Cell line: M14. Synergy scores: CSS=4.35, Synergy_ZIP=-5.64, Synergy_Bliss=-8.96, Synergy_Loewe=-10.3, Synergy_HSA=-8.72. (3) Drug 1: CC1=C(N=C(N=C1N)C(CC(=O)N)NCC(C(=O)N)N)C(=O)NC(C(C2=CN=CN2)OC3C(C(C(C(O3)CO)O)O)OC4C(C(C(C(O4)CO)O)OC(=O)N)O)C(=O)NC(C)C(C(C)C(=O)NC(C(C)O)C(=O)NCCC5=NC(=CS5)C6=NC(=CS6)C(=O)NCCC[S+](C)C)O. Drug 2: CN(CC1=CN=C2C(=N1)C(=NC(=N2)N)N)C3=CC=C(C=C3)C(=O)NC(CCC(=O)O)C(=O)O. Cell line: A549. Synergy scores: CSS=60.6, Synergy_ZIP=5.14, Synergy_Bliss=5.13, Synergy_Loewe=-4.73, Synergy_HSA=6.15. (4) Drug 1: C1=CN(C(=O)N=C1N)C2C(C(C(O2)CO)O)O.Cl. Drug 2: CN1C2=C(C=C(C=C2)N(CCCl)CCCl)N=C1CCCC(=O)O.Cl. Cell line: MDA-MB-231. Synergy scores: CSS=7.36, Synergy_ZIP=-1.22, Synergy_Bliss=6.01, Synergy_Loewe=-6.88, Synergy_HSA=2.77. (5) Drug 1: CCC1=C2CN3C(=CC4=C(C3=O)COC(=O)C4(CC)O)C2=NC5=C1C=C(C=C5)O. Drug 2: CN1C2=C(C=C(C=C2)N(CCCl)CCCl)N=C1CCCC(=O)O.Cl. Cell line: UO-31. Synergy scores: CSS=17.6, Synergy_ZIP=-3.20, Synergy_Bliss=0.999, Synergy_Loewe=-67.3, Synergy_HSA=1.36. (6) Drug 1: CCCS(=O)(=O)NC1=C(C(=C(C=C1)F)C(=O)C2=CNC3=C2C=C(C=N3)C4=CC=C(C=C4)Cl)F. Drug 2: C1=CC(=CC=C1CCCC(=O)O)N(CCCl)CCCl. Cell line: SNB-75. Synergy scores: CSS=17.1, Synergy_ZIP=-6.07, Synergy_Bliss=0.942, Synergy_Loewe=-2.16, Synergy_HSA=-0.428. (7) Drug 1: CC1=CC2C(CCC3(C2CCC3(C(=O)C)OC(=O)C)C)C4(C1=CC(=O)CC4)C. Drug 2: CCN(CC)CCCC(C)NC1=C2C=C(C=CC2=NC3=C1C=CC(=C3)Cl)OC. Cell line: MALME-3M. Synergy scores: CSS=30.7, Synergy_ZIP=24.4, Synergy_Bliss=23.9, Synergy_Loewe=13.8, Synergy_HSA=19.5.